This data is from Catalyst prediction with 721,799 reactions and 888 catalyst types from USPTO. The task is: Predict which catalyst facilitates the given reaction. (1) Reactant: [F:1][C@H:2]1[C@@H:8]([O:9]S(C2C=CC([N+]([O-])=O)=CC=2)(=O)=O)[CH2:7][CH2:6][N:5]([C:22]([O:24][C:25]([CH3:28])([CH3:27])[CH3:26])=[O:23])[CH2:4][CH2:3]1.[N:29]1[N:30]=[C:31]([C:38]2[CH:47]=[CH:46][C:45]3[C:40](=[C:41](O)[CH:42]=[C:43]([F:48])[CH:44]=3)[N:39]=2)[N:32]2[CH:37]=[CH:36][CH:35]=[CH:34][C:33]=12.C(N=C(N(C)C)N(C)C)(C)(C)C. Product: [N:29]1[N:30]=[C:31]([C:38]2[CH:47]=[CH:46][C:45]3[C:40](=[C:41]([O:9][C@H:8]4[C@H:2]([F:1])[CH2:3][CH2:4][N:5]([C:22]([O:24][C:25]([CH3:26])([CH3:27])[CH3:28])=[O:23])[CH2:6][CH2:7]4)[CH:42]=[C:43]([F:48])[CH:44]=3)[N:39]=2)[N:32]2[CH:37]=[CH:36][CH:35]=[CH:34][C:33]=12. The catalyst class is: 144. (2) Reactant: [NH2:1][CH2:2][CH2:3][NH:4][C:5]([C:7]1[S:23][C:10]2=[CH:11][N:12]=[CH:13][C:14]([O:15][C:16]3[CH:21]=[CH:20][C:19]([Cl:22])=[CH:18][CH:17]=3)=[C:9]2[CH:8]=1)=O.[O-2].[Ca+2]. Product: [Cl:22][C:19]1[CH:20]=[CH:21][C:16]([O:15][C:14]2[CH:13]=[N:12][CH:11]=[C:10]3[S:23][C:7]([C:5]4[NH:4][CH2:3][CH2:2][N:1]=4)=[CH:8][C:9]=23)=[CH:17][CH:18]=1. The catalyst class is: 400.